This data is from Reaction yield outcomes from USPTO patents with 853,638 reactions. The task is: Predict the reaction yield, written as a fraction of the theoretical maximum amount of product (1.0 means a 100% yield; for example, 0.34 means a 34% yield). (1) The reactants are [F:1][CH:2]([F:17])[CH:3]1[CH2:8][CH:7]([C:9]([O:11]C)=[O:10])[CH2:6][CH2:5][N:4]1[C:13]([O:15][CH3:16])=[O:14].[OH-].[Li+].Cl.C(Cl)Cl. The catalyst is C1COCC1.O. The product is [F:17][CH:2]([F:1])[CH:3]1[CH2:8][CH:7]([C:9]([OH:11])=[O:10])[CH2:6][CH2:5][N:4]1[C:13]([O:15][CH3:16])=[O:14]. The yield is 0.990. (2) The reactants are CN(C(ON1N=NC2C=CC=NC1=2)=[N+](C)C)C.F[P-](F)(F)(F)(F)F.[C:25]([O:29][C:30]([NH:32][C:33]1[C:34]([C:43](O)=[O:44])=[CH:35][C:36]2[C:41]([CH:42]=1)=[CH:40][CH:39]=[CH:38][CH:37]=2)=[O:31])([CH3:28])([CH3:27])[CH3:26].Cl.[CH:47]1([C@@:53]([C:56]([O:58][CH3:59])=[O:57])([CH3:55])[NH2:54])[CH2:52][CH2:51][CH2:50][CH2:49][CH2:48]1.C(N(C(C)C)CC)(C)C. The catalyst is CN(C=O)C.CCCCCC.C(OCC)(=O)C. The product is [CH:47]1([C@@:53]([C:56]([O:58][CH3:59])=[O:57])([CH3:55])[NH:54][C:43]([C:34]2[C:33]([NH:32][C:30]([O:29][C:25]([CH3:26])([CH3:28])[CH3:27])=[O:31])=[CH:42][C:41]3[C:36](=[CH:37][CH:38]=[CH:39][CH:40]=3)[CH:35]=2)=[O:44])[CH2:52][CH2:51][CH2:50][CH2:49][CH2:48]1. The yield is 0.700. (3) The reactants are [N+:1]([C:4]1[CH:9]=[CH:8][CH:7]=[CH:6][C:5]=1[C:10]([C:12]1[S:13][CH:14]=[CH:15][N:16]=1)=[O:11])([O-])=O.[Cl-].[NH4+]. The catalyst is C(O)(C)C.O.[Fe]. The product is [NH2:1][C:4]1[CH:9]=[CH:8][CH:7]=[CH:6][C:5]=1[C:10]([C:12]1[S:13][CH:14]=[CH:15][N:16]=1)=[O:11]. The yield is 1.00. (4) The reactants are [Cl:1][C:2]1[CH:3]=[C:4]([NH:9][C:10]2[N:15]=[C:14]([NH2:16])[N:13]=[C:12]([C:17]3[N:21]=[C:20]([C:22]4[CH:23]=[N:24][C:25]([O:28][CH2:29][C:30]([F:33])([F:32])[F:31])=[CH:26][CH:27]=4)[O:19][N:18]=3)[N:11]=2)[CH:5]=[CH:6][C:7]=1[F:8].[C:34](=O)([O-])[O-].[K+].[K+].IC.C(=O)([O-])[O-].[Cs+].[Cs+].[H-].[Na+]. The catalyst is CN(C=O)C. The product is [Cl:1][C:2]1[CH:3]=[C:4]([N:9]([CH3:34])[C:10]2[N:15]=[C:14]([NH2:16])[N:13]=[C:12]([C:17]3[N:21]=[C:20]([C:22]4[CH:23]=[N:24][C:25]([O:28][CH2:29][C:30]([F:33])([F:31])[F:32])=[CH:26][CH:27]=4)[O:19][N:18]=3)[N:11]=2)[CH:5]=[CH:6][C:7]=1[F:8]. The yield is 0.0800. (5) The reactants are [NH2:1][CH:2]1[C@@H:6]([CH2:7][OH:8])[O:5][C@@H:4]([N:9]2[CH:17]=[N:16][C:15]3[C:14](=[O:18])[NH:13][C:12]([N:19]=CN(C)C)=[N:11][C:10]2=3)[CH:3]1[OH:24].CCN(CC)CC.[CH2:32]([O:34][C:35]1[C:36](=O)[C:37](=[O:42])[C:38]=1[O:39]CC)[CH3:33]. The catalyst is CN(C=O)C. The product is [NH2:19][C:12]1[NH:13][C:14](=[O:18])[C:15]2[N:16]=[CH:17][N:9]([C@@H:4]3[O:5][C@H:6]([CH2:7][OH:8])[CH:2]([NH:1][C:36]4[C:37](=[O:42])[C:38](=[O:39])[C:35]=4[O:34][CH2:32][CH3:33])[CH:3]3[OH:24])[C:10]=2[N:11]=1. The yield is 0.620. (6) The reactants are [Cl:1][C:2]1[CH:3]=[C:4]2[C:9](=[O:10])[O:8][C:6](=O)[C:5]2=[CH:11][CH:12]=1.C[O-].[Na+].CO.Cl.C(Cl)(=O)C(Cl)=O.Cl.[NH:26]([CH2:28][C:29]([O:31][CH2:32][CH3:33])=[O:30])[CH3:27].C(O)C.[O-]CC.[Na+]. The catalyst is O1CCCC1.CN(C)C=O.O. The product is [Cl:1][C:2]1[CH:3]=[C:4]2[C:5]([C:6]([OH:8])=[C:28]([C:29]([O:31][CH2:32][CH3:33])=[O:30])[N:26]([CH3:27])[C:9]2=[O:10])=[CH:11][CH:12]=1. The yield is 0.209. (7) The reactants are [NH2:1][C:2]1[C:7]2[N:8]([CH3:15])[CH2:9][CH2:10][N:11]([CH3:14])[C:12](=[O:13])[C:6]=2[CH:5]=[CH:4][CH:3]=1.Cl[C:17]1[N:22]=[C:21]([NH:23][C:24]2[CH:33]=[CH:32][CH:31]=[CH:30][C:25]=2[C:26]([NH:28][CH3:29])=[O:27])[C:20]([Cl:34])=[CH:19][N:18]=1.Cl. The catalyst is C(O)(C)C.O1CCOCC1.C(Cl)Cl. The product is [Cl:34][C:20]1[C:21]([NH:23][C:24]2[CH:33]=[CH:32][CH:31]=[CH:30][C:25]=2[C:26]([NH:28][CH3:29])=[O:27])=[N:22][C:17]([NH:1][C:2]2[C:7]3[N:8]([CH3:15])[CH2:9][CH2:10][N:11]([CH3:14])[C:12](=[O:13])[C:6]=3[CH:5]=[CH:4][CH:3]=2)=[N:18][CH:19]=1. The yield is 0.410. (8) The yield is 0.720. The catalyst is C(Cl)Cl.[NH4+].[Cl-]. The reactants are [F:1][C:2]1[CH:8]=[CH:7][CH:6]=[CH:5][C:3]=1[NH2:4].C([O:11][C:12]([C:14]1[C:23]2[C:22]3[N:24]=[CH:25][N:26]=[CH:27][C:21]=3[CH2:20][CH2:19][CH2:18][C:17]=2[NH:16][CH:15]=1)=O)C.O. The product is [F:1][C:2]1[CH:8]=[CH:7][CH:6]=[CH:5][C:3]=1[NH:4][C:12]([C:14]1[C:23]2[C:22]3[N:24]=[CH:25][N:26]=[CH:27][C:21]=3[CH2:20][CH2:19][CH2:18][C:17]=2[NH:16][CH:15]=1)=[O:11].